This data is from Experimentally validated miRNA-target interactions with 360,000+ pairs, plus equal number of negative samples. The task is: Binary Classification. Given a miRNA mature sequence and a target amino acid sequence, predict their likelihood of interaction. (1) The miRNA is cel-miR-357-3p with sequence AAAUGCCAGUCGUUGCAGGAGU. The protein sequence of the target gene is MAKQPTVLWAQRESLVYLTIEVDEAKIEELKGEGNKLHFQGSSKTDKYEATLEFFDEIDPASVKHTGSSTRVVEITVQKKTPAWWPRLLQNKGKVHWLKVDFGKWKDEDEDDEAEDAGAGIGGGMANGFDLNQYMSQMGGAGGADFGGLEDDEEDDDMPDLEDNEEEEGKNGTRA. Result: 1 (interaction). (2) The miRNA is mmu-miR-694 with sequence CUGAAAAUGUUGCCUGAAG. The protein sequence of the target gene is MDPQNQHGSGSSLVVIQQPSLDSRQRLDYEREIQPTAILSLDQIKAIRGSNEYTEGPSVVKRPAPRTAPRQEKHERTHEIIPINVNNNYEHRHTSHLGHAVLPSNARGPILSRSTSTGSAASSGSNSSASSEQGLLGRSPPTRPVPGHRSERAIRTQPKQLIVDDLKGSLKEDLTQHKFICEQCGKCKCGECTAPRTLPSCLACNRQCLCSAESMVEYGTCMCLVKGIFYHCSNDDEGDSYSDNPCSCSQSHCCSRYLCMGAMSLFLPCLLCYPPAKGCLKLCRRCYDWIHRPGCRCKNS.... Result: 0 (no interaction). (3) The miRNA is hsa-miR-2113 with sequence AUUUGUGCUUGGCUCUGUCAC. The protein sequence of the target gene is MKILLVFDFDNTIIDDNSDTWIVQCAPNKKLPIELRDSYRKGFWTEFMGRVFKYLGDKGVREHEMKRAVTSLPFTPGMVELFNFIRKNKDKFDCIIISDSNSVFIDWVLEAASFHDIFDKVFTNPAAFNSNGHLTVENYHTHSCNRCPKNLCKKVVLIEFVDKQLQQGVNYTQIVYIGDGGNDVCPVTFLKNDDVAMPRKGYTLQKTLSRMSQNLEPMEYSVVVWSSGVDIISHLQFLIKD. Result: 0 (no interaction).